Dataset: NCI-60 drug combinations with 297,098 pairs across 59 cell lines. Task: Regression. Given two drug SMILES strings and cell line genomic features, predict the synergy score measuring deviation from expected non-interaction effect. (1) Drug 1: C#CCC(CC1=CN=C2C(=N1)C(=NC(=N2)N)N)C3=CC=C(C=C3)C(=O)NC(CCC(=O)O)C(=O)O. Drug 2: CC12CCC3C(C1CCC2OP(=O)(O)O)CCC4=C3C=CC(=C4)OC(=O)N(CCCl)CCCl.[Na+]. Cell line: OVCAR-8. Synergy scores: CSS=3.81, Synergy_ZIP=-2.35, Synergy_Bliss=-4.05, Synergy_Loewe=0.826, Synergy_HSA=-3.45. (2) Cell line: SW-620. Synergy scores: CSS=50.3, Synergy_ZIP=-4.16, Synergy_Bliss=-1.74, Synergy_Loewe=-0.385, Synergy_HSA=1.07. Drug 2: CN(CCCl)CCCl.Cl. Drug 1: CC1OCC2C(O1)C(C(C(O2)OC3C4COC(=O)C4C(C5=CC6=C(C=C35)OCO6)C7=CC(=C(C(=C7)OC)O)OC)O)O. (3) Drug 1: CC(CN1CC(=O)NC(=O)C1)N2CC(=O)NC(=O)C2. Drug 2: CCC1(C2=C(COC1=O)C(=O)N3CC4=CC5=C(C=CC(=C5CN(C)C)O)N=C4C3=C2)O.Cl. Cell line: A498. Synergy scores: CSS=28.6, Synergy_ZIP=-6.29, Synergy_Bliss=0.898, Synergy_Loewe=3.13, Synergy_HSA=3.92. (4) Drug 1: CC=C1C(=O)NC(C(=O)OC2CC(=O)NC(C(=O)NC(CSSCCC=C2)C(=O)N1)C(C)C)C(C)C. Drug 2: CC1C(C(CC(O1)OC2CC(CC3=C2C(=C4C(=C3O)C(=O)C5=CC=CC=C5C4=O)O)(C(=O)C)O)N)O. Cell line: HOP-62. Synergy scores: CSS=61.9, Synergy_ZIP=0.890, Synergy_Bliss=-1.20, Synergy_Loewe=1.95, Synergy_HSA=4.51. (5) Drug 1: CC(C1=C(C=CC(=C1Cl)F)Cl)OC2=C(N=CC(=C2)C3=CN(N=C3)C4CCNCC4)N. Drug 2: CC1=C(C(=CC=C1)Cl)NC(=O)C2=CN=C(S2)NC3=CC(=NC(=N3)C)N4CCN(CC4)CCO. Cell line: OVCAR-4. Synergy scores: CSS=9.45, Synergy_ZIP=-0.861, Synergy_Bliss=6.52, Synergy_Loewe=2.34, Synergy_HSA=5.54.